This data is from Forward reaction prediction with 1.9M reactions from USPTO patents (1976-2016). The task is: Predict the product of the given reaction. (1) The product is: [C:36]([O:35][C:33](=[O:32])[NH:22][C@H:18]1[CH2:19][CH2:20][CH2:21][C:16]([F:24])([F:15])[C@@H:17]1[NH2:23])([CH3:39])([CH3:38])[CH3:37]. Given the reactants FC(F)(F)C([O-])=O.FC(F)(F)C([O-])=O.[F:15][C:16]1([F:24])[CH2:21][CH2:20][CH2:19][C@H:18]([NH3+:22])[C@H:17]1[NH3+:23].C(N(CC)CC)C.[O:32](C(OC(C)(C)C)=O)[C:33]([O:35][C:36]([CH3:39])([CH3:38])[CH3:37])=O, predict the reaction product. (2) Given the reactants [Cl:1][C:2]1[S:6][C:5]([CH2:7][OH:8])=[CH:4][C:3]=1[C:9]1([C:13]2[CH:18]=[CH:17][CH:16]=[C:15]([Cl:19])[CH:14]=2)[CH2:12][CH2:11][O:10]1, predict the reaction product. The product is: [Cl:1][C:2]1[S:6][C:5]([CH:7]=[O:8])=[CH:4][C:3]=1[C:9]1([C:13]2[CH:18]=[CH:17][CH:16]=[C:15]([Cl:19])[CH:14]=2)[CH2:12][CH2:11][O:10]1. (3) Given the reactants [CH3:1][S:2]([CH2:5][C:6]1[CH:11]=[CH:10][C:9]([C:12]2[CH:13]=[C:14]3[CH2:20][CH:19]([CH:21]4[CH2:26][CH2:25][N:24]([C:27]#[N:28])[CH2:23][CH2:22]4)[O:18][C:15]3=[CH:16][N:17]=2)=[CH:8][CH:7]=1)(=[O:4])=[O:3].Cl.[NH2:30][OH:31], predict the reaction product. The product is: [OH:31][NH:30][C:27]([N:24]1[CH2:25][CH2:26][CH:21]([CH:19]2[O:18][C:15]3=[CH:16][N:17]=[C:12]([C:9]4[CH:10]=[CH:11][C:6]([CH2:5][S:2]([CH3:1])(=[O:3])=[O:4])=[CH:7][CH:8]=4)[CH:13]=[C:14]3[CH2:20]2)[CH2:22][CH2:23]1)=[NH:28]. (4) Given the reactants [Cl:1][C:2]1[C:3]([F:19])=[C:4]([N:9]2[C:13]([CH3:14])=[C:12]([C:15]([O:17]C)=[O:16])[N:11]=[N:10]2)[C:5]([F:8])=[CH:6][CH:7]=1.O=C(C)CC(OC)=O.C[O-].[Na+], predict the reaction product. The product is: [Cl:1][C:2]1[C:3]([F:19])=[C:4]([N:9]2[C:13]([CH3:14])=[C:12]([C:15]([OH:17])=[O:16])[N:11]=[N:10]2)[C:5]([F:8])=[CH:6][CH:7]=1. (5) Given the reactants [C:1]([O:5][C:6](=[O:19])[NH:7][C:8]1[CH:13]=[C:12]([N:14]([CH3:16])[CH3:15])[C:11]([Cl:17])=[CH:10][C:9]=1[NH2:18])([CH3:4])([CH3:3])[CH3:2].C([O:24][C:25](=O)[CH2:26][C:27](=[O:47])[C:28]1[CH:33]=[CH:32][CH:31]=[C:30]([N:34]2[C:38]([CH2:39][O:40][CH:41]3[CH2:46][CH2:45][CH2:44][CH2:43][O:42]3)=[CH:37][N:36]=[N:35]2)[CH:29]=1)(C)(C)C, predict the reaction product. The product is: [C:1]([O:5][C:6](=[O:19])[NH:7][C:8]1[CH:13]=[C:12]([N:14]([CH3:16])[CH3:15])[C:11]([Cl:17])=[CH:10][C:9]=1[NH:18][C:25](=[O:24])[CH2:26][C:27](=[O:47])[C:28]1[CH:33]=[CH:32][CH:31]=[C:30]([N:34]2[C:38]([CH2:39][O:40][CH:41]3[CH2:46][CH2:45][CH2:44][CH2:43][O:42]3)=[CH:37][N:36]=[N:35]2)[CH:29]=1)([CH3:4])([CH3:2])[CH3:3]. (6) Given the reactants C[Si](C)(C)Cl.[C:6]([N:9]([CH3:37])[C:10]1[CH:36]=[CH:35][C:13]([O:14][CH2:15][C:16]2[C:21]([C:22]([O:24][C:25]([CH3:28])([CH3:27])[CH3:26])=[O:23])=[C:20]([O:29]COC)[C:19]([CH2:33][CH3:34])=[CH:18][CH:17]=2)=[CH:12][CH:11]=1)(=[O:8])[CH3:7].O, predict the reaction product. The product is: [C:6]([N:9]([CH3:37])[C:10]1[CH:36]=[CH:35][C:13]([O:14][CH2:15][C:16]2[C:21]([C:22]([O:24][C:25]([CH3:28])([CH3:27])[CH3:26])=[O:23])=[C:20]([OH:29])[C:19]([CH2:33][CH3:34])=[CH:18][CH:17]=2)=[CH:12][CH:11]=1)(=[O:8])[CH3:7]. (7) Given the reactants [Cl-].[Al+3].[Al+3].[Al+3].[Cl-].[Cl-].[Cl-].[Cl-].[Cl-].[Cl-].[Cl-].[Cl-].[O:13]1[CH:17]=[CH:16][CH:15]=[C:14]1[C:18](Cl)=[O:19].[S:21]1[CH:25]=[CH:24][C:23]([CH2:26][C:27]([O:29][CH2:30][CH3:31])=[O:28])=[CH:22]1.O, predict the reaction product. The product is: [O:13]1[CH:17]=[CH:16][CH:15]=[C:14]1[C:18]([C:25]1[S:21][CH:22]=[C:23]([CH2:26][C:27]([O:29][CH2:30][CH3:31])=[O:28])[CH:24]=1)=[O:19]. (8) Given the reactants [CH3:1][O:2][C:3](=[O:28])[CH2:4][C@H:5]1[C:21](=[O:22])[N:20]([CH2:23][C:24]([CH3:27])([CH3:26])[CH3:25])[CH2:19][C:8]2[C:9]3[CH:10]=[N:11][NH:12][C:13]=3[C:14]([C:16]([CH3:18])=[CH2:17])=[CH:15][C:7]=2[CH2:6]1.[H][H], predict the reaction product. The product is: [CH3:1][O:2][C:3](=[O:28])[CH2:4][C@H:5]1[C:21](=[O:22])[N:20]([CH2:23][C:24]([CH3:25])([CH3:27])[CH3:26])[CH2:19][C:8]2[C:9]3[CH:10]=[N:11][NH:12][C:13]=3[C:14]([CH:16]([CH3:18])[CH3:17])=[CH:15][C:7]=2[CH2:6]1.